Task: Predict the product of the given reaction.. Dataset: Forward reaction prediction with 1.9M reactions from USPTO patents (1976-2016) Given the reactants [OH:1][C:2]1[CH:7]=[CH:6][CH:5]=[CH:4][C:3]=1[C:8]1[CH:9]=[C:10]([CH:14]([NH:20][C:21]([C@@H:23]2[CH2:28][CH2:27][CH2:26][N:25]([C:29](=[O:45])[CH2:30][CH2:31][CH:32]3[CH2:37][CH2:36][N:35]([C:38]([O:40][C:41]([CH3:44])([CH3:43])[CH3:42])=[O:39])[CH2:34][CH2:33]3)[CH2:24]2)=[O:22])[CH2:15][C:16]([O:18][CH3:19])=[O:17])[CH:11]=[N:12][CH:13]=1.C(=O)([O-])[O-].[Cs+].[Cs+].I[CH2:53][CH2:54][F:55], predict the reaction product. The product is: [F:55][CH2:54][CH2:53][O:1][C:2]1[CH:7]=[CH:6][CH:5]=[CH:4][C:3]=1[C:8]1[CH:9]=[C:10]([CH:14]([NH:20][C:21]([C@@H:23]2[CH2:28][CH2:27][CH2:26][N:25]([C:29](=[O:45])[CH2:30][CH2:31][CH:32]3[CH2:33][CH2:34][N:35]([C:38]([O:40][C:41]([CH3:42])([CH3:44])[CH3:43])=[O:39])[CH2:36][CH2:37]3)[CH2:24]2)=[O:22])[CH2:15][C:16]([O:18][CH3:19])=[O:17])[CH:11]=[N:12][CH:13]=1.